This data is from Reaction yield outcomes from USPTO patents with 853,638 reactions. The task is: Predict the reaction yield, written as a fraction of the theoretical maximum amount of product (1.0 means a 100% yield; for example, 0.34 means a 34% yield). (1) The reactants are [Cl:1][C:2]1[C:3](=[O:29])[N:4]([CH2:18][C:19]2[CH:28]=[CH:27][CH:26]=[C:25]3[C:20]=2[CH:21]=[CH:22][N:23]=[CH:24]3)[CH:5]=[CH:6][C:7]=1[O:8][CH2:9][C:10]1[CH:15]=[CH:14][C:13]([F:16])=[CH:12][C:11]=1[F:17].[BH3-]C#N.[Na+]. The catalyst is CC(O)=O.O.[OH-].[Na+]. The product is [Cl:1][C:2]1[C:3](=[O:29])[N:4]([CH2:18][C:19]2[CH:28]=[CH:27][CH:26]=[C:25]3[C:20]=2[CH2:21][CH2:22][NH:23][CH2:24]3)[CH:5]=[CH:6][C:7]=1[O:8][CH2:9][C:10]1[CH:15]=[CH:14][C:13]([F:16])=[CH:12][C:11]=1[F:17]. The yield is 0.920. (2) The reactants are Br[C:2]1[C:7]2[S:8][C:9]([C:11]3[C:16]([Cl:17])=[CH:15][CH:14]=[CH:13][C:12]=3[Cl:18])=[N:10][C:6]=2[CH:5]=[CH:4][N:3]=1.[CH:19]1([C:22]([NH2:24])=[O:23])[CH2:21][CH2:20]1.CC1(C)C2C(=C(P(C3C=CC=CC=3)C3C=CC=CC=3)C=CC=2)OC2C(P(C3C=CC=CC=3)C3C=CC=CC=3)=CC=CC1=2.C([O-])([O-])=O.[Cs+].[Cs+]. The catalyst is O1CCOCC1.C1C=CC(/C=C/C(/C=C/C2C=CC=CC=2)=O)=CC=1.C1C=CC(/C=C/C(/C=C/C2C=CC=CC=2)=O)=CC=1.C1C=CC(/C=C/C(/C=C/C2C=CC=CC=2)=O)=CC=1.[Pd].[Pd]. The product is [Cl:18][C:12]1[CH:13]=[CH:14][CH:15]=[C:16]([Cl:17])[C:11]=1[C:9]1[S:8][C:7]2[C:2]([NH:24][C:22]([CH:19]3[CH2:21][CH2:20]3)=[O:23])=[N:3][CH:4]=[CH:5][C:6]=2[N:10]=1. The yield is 0.210. (3) The reactants are [Si](C=[N+]=[N-])(C)(C)[CH3:2].[CH:8]1[C:13]([C:14]2[CH:15]=[CH:16][C:17]([F:21])=[CH:18][C:19]=2[F:20])=[CH:12][C:11]([C:22]([OH:24])=[O:23])=[C:10]([OH:25])[CH:9]=1. The catalyst is CO. The product is [CH3:2][O:23][C:22]([C:11]1[CH:12]=[C:13]([C:14]2[CH:15]=[CH:16][C:17]([F:21])=[CH:18][C:19]=2[F:20])[CH:8]=[CH:9][C:10]=1[OH:25])=[O:24]. The yield is 0.710. (4) The reactants are Cl[C:2]1[C:11]2[C:6](=[CH:7][CH:8]=[CH:9][CH:10]=2)[CH:5]=[C:4]([Cl:12])[N:3]=1.I.[OH-].[Na+]. The catalyst is C(O)(=O)C. The product is [Cl:12][C:4]1[N:3]=[CH:2][C:11]2[C:6]([CH:5]=1)=[CH:7][CH:8]=[CH:9][CH:10]=2. The yield is 0.240. (5) The reactants are [Cl:1][C:2]1[CH:7]=[C:6]([C:8]2[N:9](C(OC(C)(C)C)=O)[C:10]3[C:15]([CH:16]=2)=[CH:14][CH:13]=[CH:12][CH:11]=3)[CH:5]=[CH:4][N:3]=1.C(O)(C(F)(F)F)=O.O. The catalyst is ClCCl. The product is [Cl:1][C:2]1[CH:7]=[C:6]([C:8]2[NH:9][C:10]3[C:15]([CH:16]=2)=[CH:14][CH:13]=[CH:12][CH:11]=3)[CH:5]=[CH:4][N:3]=1. The yield is 0.660. (6) The reactants are [CH3:1][C:2]1[CH:3]=[C:4]([CH:6]=[C:7]([CH3:9])[CH:8]=1)[NH2:5].[H-].[Na+].Cl[C:13]1[CH:18]=[CH:17][C:16]([N+:19]([O-:21])=[O:20])=[CH:15][C:14]=1[S:22]([N:25]1[CH2:30][CH2:29][N:28]([C:31]([O:33][C:34]([CH3:37])([CH3:36])[CH3:35])=[O:32])[CH2:27][CH2:26]1)(=[O:24])=[O:23]. The catalyst is C1COCC1. The product is [CH3:1][C:2]1[CH:3]=[C:4]([NH:5][C:13]2[CH:18]=[CH:17][C:16]([N+:19]([O-:21])=[O:20])=[CH:15][C:14]=2[S:22]([N:25]2[CH2:30][CH2:29][N:28]([C:31]([O:33][C:34]([CH3:37])([CH3:36])[CH3:35])=[O:32])[CH2:27][CH2:26]2)(=[O:24])=[O:23])[CH:6]=[C:7]([CH3:9])[CH:8]=1. The yield is 0.561. (7) The reactants are [C:1]([O:5][C:6](=[O:42])[CH2:7][CH2:8][C:9]1[CH:14]=[CH:13][C:12]([O:15][Si](C(C)(C)C)(C2C=CC=CC=2)C2C=CC=CC=2)=[CH:11][C:10]=1[CH2:33][O:34][CH2:35][C:36]1[CH:41]=[CH:40][CH:39]=[CH:38][CH:37]=1)([CH3:4])([CH3:3])[CH3:2].[F-].C([N+](CCCC)(CCCC)CCCC)CCC. The catalyst is C1COCC1. The product is [C:1]([O:5][C:6](=[O:42])[CH2:7][CH2:8][C:9]1[CH:14]=[CH:13][C:12]([OH:15])=[CH:11][C:10]=1[CH2:33][O:34][CH2:35][C:36]1[CH:37]=[CH:38][CH:39]=[CH:40][CH:41]=1)([CH3:4])([CH3:2])[CH3:3]. The yield is 0.860. (8) The reactants are Cl.[NH:2]1[CH2:5][CH2:4][C@H:3]1[C:6]([O:8][CH3:9])=[O:7].C(N(CC)CC)C.Cl[C:18]1[C:27]([N+:28]([O-:30])=[O:29])=[CH:26][C:21]([C:22]([O:24][CH3:25])=[O:23])=[CH:20][N:19]=1. The catalyst is O1CCCC1. The product is [CH3:9][O:8][C:6]([C@@H:3]1[CH2:4][CH2:5][N:2]1[C:18]1[C:27]([N+:28]([O-:30])=[O:29])=[CH:26][C:21]([C:22]([O:24][CH3:25])=[O:23])=[CH:20][N:19]=1)=[O:7]. The yield is 0.920. (9) The reactants are F.F.F.C(N(CC)CC)C.C(N(CC)CC)C.[Si]([O:35][CH2:36][C@H:37]1[O:41][C@@H:40]([N:42]2[CH:49]=[C:48]([CH3:50])[C:46](=[O:47])[NH:45][C:43]2=[O:44])[C@H:39]([O:51][CH2:52][CH2:53][O:54][N:55]([CH3:57])[CH3:56])[C@@H:38]1[OH:58])(C(C)(C)C)(C1C=CC=CC=1)C1C=CC=CC=1.CO. The catalyst is C1COCC1.C(Cl)Cl. The product is [CH3:56][N:55]([CH3:57])[O:54][CH2:53][CH2:52][O:51][C@@H:39]1[C@H:38]([OH:58])[C@@H:37]([CH2:36][OH:35])[O:41][C@H:40]1[N:42]1[CH:49]=[C:48]([CH3:50])[C:46](=[O:47])[NH:45][C:43]1=[O:44]. The yield is 0.925. (10) The reactants are [C:1]1([CH2:7][O:8][C:9]([NH:11][CH2:12][CH2:13][O:14][C:15]2[CH:20]=[CH:19][C:18]([CH2:21][C:22]([OH:24])=[O:23])=[CH:17][CH:16]=2)=[O:10])[CH:6]=[CH:5][CH:4]=[CH:3][CH:2]=1.ClC(OCC)=O.C(N(CC)CC)C.[C:38](O)([CH3:41])([CH3:40])[CH3:39]. The catalyst is C(Cl)(Cl)Cl. The product is [CH3:39][C:38]([O:23][C:22](=[O:24])[CH2:21][C:18]1[CH:17]=[CH:16][C:15]([O:14][CH2:13][CH2:12][NH:11][C:9]([O:8][CH2:7][C:1]2[CH:2]=[CH:3][CH:4]=[CH:5][CH:6]=2)=[O:10])=[CH:20][CH:19]=1)([CH3:41])[CH3:40]. The yield is 0.260.